Task: Regression. Given a peptide amino acid sequence and an MHC pseudo amino acid sequence, predict their binding affinity value. This is MHC class I binding data.. Dataset: Peptide-MHC class I binding affinity with 185,985 pairs from IEDB/IMGT (1) The peptide sequence is QIEYIHFLIR. The MHC is Mamu-B8301 with pseudo-sequence Mamu-B8301. The binding affinity (normalized) is 0.564. (2) The peptide sequence is ALQTDNYTL. The MHC is HLA-A02:01 with pseudo-sequence HLA-A02:01. The binding affinity (normalized) is 0.689. (3) The peptide sequence is FLGKIWPSHK. The MHC is HLA-B42:01 with pseudo-sequence HLA-B42:01. The binding affinity (normalized) is 0.0162. (4) The peptide sequence is TMADLVYAL. The MHC is HLA-A26:01 with pseudo-sequence HLA-A26:01. The binding affinity (normalized) is 0. (5) The peptide sequence is AAAVAYPEL. The MHC is HLA-B58:01 with pseudo-sequence HLA-B58:01. The binding affinity (normalized) is 0.0847. (6) The peptide sequence is IHDHGEQLF. The MHC is HLA-B15:01 with pseudo-sequence HLA-B15:01. The binding affinity (normalized) is 0.0847. (7) The peptide sequence is WDAYIPHYV. The MHC is HLA-A11:01 with pseudo-sequence HLA-A11:01. The binding affinity (normalized) is 0.213. (8) The peptide sequence is HILHAYCGI. The MHC is HLA-A68:02 with pseudo-sequence HLA-A68:02. The binding affinity (normalized) is 0.541.